Dataset: Catalyst prediction with 721,799 reactions and 888 catalyst types from USPTO. Task: Predict which catalyst facilitates the given reaction. Reactant: [CH2:1]([N:8]1[C:12]2[N:13]=[CH:14][CH:15]=[C:16]([OH:17])[C:11]=2[CH:10]=[C:9]1[CH3:18])[C:2]1[CH:7]=[CH:6][CH:5]=[CH:4][CH:3]=1.Br[CH2:20][CH2:21][O:22][C:23](=[O:25])[CH3:24].C([O-])([O-])=O.[K+].[K+]. Product: [CH2:1]([N:8]1[C:12]2=[N:13][CH:14]=[CH:15][C:16]([O:17][CH2:24][C:23]([O:22][CH2:21][CH3:20])=[O:25])=[C:11]2[CH:10]=[C:9]1[CH3:18])[C:2]1[CH:3]=[CH:4][CH:5]=[CH:6][CH:7]=1. The catalyst class is: 372.